Dataset: Catalyst prediction with 721,799 reactions and 888 catalyst types from USPTO. Task: Predict which catalyst facilitates the given reaction. (1) Reactant: [CH2:1]([C:3]([C:14]1[S:18][C:17]2[CH:19]=[C:20]([C:23]([OH:25])=[O:24])[CH:21]=[CH:22][C:16]=2[CH:15]=1)([C:6]1[CH:11]=[CH:10][C:9]([OH:12])=[C:8]([CH3:13])[CH:7]=1)[CH2:4][CH3:5])[CH3:2].OS(O)(=O)=O.[C:31]([O-])(O)=O.[Na+]. Product: [CH3:31][O:24][C:23]([C:20]1[CH:21]=[CH:22][C:16]2[CH:15]=[C:14]([C:3]([CH2:4][CH3:5])([C:6]3[CH:11]=[CH:10][C:9]([OH:12])=[C:8]([CH3:13])[CH:7]=3)[CH2:1][CH3:2])[S:18][C:17]=2[CH:19]=1)=[O:25]. The catalyst class is: 5. (2) Reactant: [ClH:1].FC(F)(F)C(O)=O.[N:9]1([C:15]2[N:20]=[CH:19][N:18]=[C:17]([N:21]3[C:25](=[O:26])[C:24]([N:27]4[CH:31]=[C:30]([C:32]#[N:33])[N:29]=[N:28]4)=[CH:23][NH:22]3)[CH:16]=2)[CH2:14][CH2:13][O:12][CH2:11][CH2:10]1. Product: [ClH:1].[N:9]1([C:15]2[N:20]=[CH:19][N:18]=[C:17]([N:21]3[C:25](=[O:26])[C:24]([N:27]4[CH:31]=[C:30]([C:32]#[N:33])[N:29]=[N:28]4)=[CH:23][NH:22]3)[CH:16]=2)[CH2:14][CH2:13][O:12][CH2:11][CH2:10]1. The catalyst class is: 12. (3) Reactant: [F:1][C:2]1[C:3]([O:27]C)=[C:4]([C:8]2[N:17]([CH2:18][CH2:19][C:20]3[CH:25]=[CH:24][CH:23]=[CH:22][CH:21]=3)[C:16](=[O:26])[C:15]3[CH2:14][CH2:13][CH2:12][CH2:11][C:10]=3[N:9]=2)[CH:5]=[CH:6][CH:7]=1.B(Br)(Br)Br. Product: [F:1][C:2]1[C:3]([OH:27])=[C:4]([C:8]2[N:17]([CH2:18][CH2:19][C:20]3[CH:25]=[CH:24][CH:23]=[CH:22][CH:21]=3)[C:16](=[O:26])[C:15]3[CH2:14][CH2:13][CH2:12][CH2:11][C:10]=3[N:9]=2)[CH:5]=[CH:6][CH:7]=1. The catalyst class is: 4. (4) Reactant: [S:1]1[CH:5]=[C:4]([C:6]2[C:7]([NH2:26])=[N:8][CH:9]=[C:10]([C:12]3[CH:17]=[CH:16][C:15]([O:18][Si:19]([C:22]([CH3:25])([CH3:24])[CH3:23])([CH3:21])[CH3:20])=[CH:14][CH:13]=3)[N:11]=2)[C:3]2[CH:27]=[CH:28][CH:29]=[CH:30][C:2]1=2.[Si:31]([O:38][C:39]1[CH:44]=[CH:43][C:42]([CH2:45][C:46](Cl)=[O:47])=[CH:41][CH:40]=1)([C:34]([CH3:37])([CH3:36])[CH3:35])([CH3:33])[CH3:32].O. Product: [S:1]1[CH:5]=[C:4]([C:6]2[C:7]([NH:26][C:46](=[O:47])[CH2:45][C:42]3[CH:41]=[CH:40][C:39]([O:38][Si:31]([C:34]([CH3:36])([CH3:35])[CH3:37])([CH3:32])[CH3:33])=[CH:44][CH:43]=3)=[N:8][CH:9]=[C:10]([C:12]3[CH:13]=[CH:14][C:15]([O:18][Si:19]([C:22]([CH3:25])([CH3:24])[CH3:23])([CH3:21])[CH3:20])=[CH:16][CH:17]=3)[N:11]=2)[C:3]2[CH:27]=[CH:28][CH:29]=[CH:30][C:2]1=2. The catalyst class is: 341. (5) Reactant: [CH2:1]([O:8][C:9]1[CH:18]=[C:17]2[C:12]([C:13]([NH:20][C:21]3[CH:25]=[C:24]([CH3:26])[NH:23][N:22]=3)=[N:14][C:15](Cl)=[N:16]2)=[CH:11][C:10]=1[O:27][CH3:28])[C:2]1[CH:7]=[CH:6][CH:5]=[CH:4][CH:3]=1.[C:29]1([SH:35])[CH:34]=[CH:33][CH:32]=[CH:31][CH:30]=1. Product: [CH2:1]([O:8][C:9]1[CH:18]=[C:17]2[C:12]([C:13]([NH:20][C:21]3[CH:25]=[C:24]([CH3:26])[NH:23][N:22]=3)=[N:14][C:15]([S:35][C:29]3[CH:34]=[CH:33][CH:32]=[CH:31][CH:30]=3)=[N:16]2)=[CH:11][C:10]=1[O:27][CH3:28])[C:2]1[CH:7]=[CH:6][CH:5]=[CH:4][CH:3]=1. The catalyst class is: 107.